Dataset: Full USPTO retrosynthesis dataset with 1.9M reactions from patents (1976-2016). Task: Predict the reactants needed to synthesize the given product. (1) Given the product [F:8][C:6]1[CH:5]=[C:4]([C:9]2[CH:10]=[CH:11][C:12]([NH:15][C:35]([C@H:32]3[CH2:33][CH2:34][C@H:29]([N:25]4[CH2:26][CH2:27][CH2:28][C:24]4=[O:23])[CH2:30][CH2:31]3)=[O:36])=[N:13][CH:14]=2)[CH:3]=[C:2]([F:1])[CH:7]=1, predict the reactants needed to synthesize it. The reactants are: [F:1][C:2]1[CH:3]=[C:4]([C:9]2[CH:10]=[CH:11][C:12]([NH2:15])=[N:13][CH:14]=2)[CH:5]=[C:6]([F:8])[CH:7]=1.C(N(CC)CC)C.[O:23]=[C:24]1[CH2:28][CH2:27][CH2:26][N:25]1[CH:29]1[CH2:34][CH2:33][CH:32]([C:35](Cl)=[O:36])[CH2:31][CH2:30]1. (2) Given the product [C:15]1([CH3:24])[CH:20]=[CH:19][CH:18]=[CH:17][C:16]=1[NH:21][C:22]1[NH:1][C:2]2[CH:3]=[C:4]([CH2:9][C:10]([O:12][CH2:13][CH3:14])=[O:11])[CH:5]=[CH:6][C:7]=2[N:8]=1, predict the reactants needed to synthesize it. The reactants are: [NH2:1][C:2]1[CH:3]=[C:4]([CH2:9][C:10]([O:12][CH2:13][CH3:14])=[O:11])[CH:5]=[CH:6][C:7]=1[NH2:8].[C:15]1([CH3:24])[C:16]([N:21]=[C:22]=S)=[CH:17][CH:18]=[CH:19][CH:20]=1.C(N=C=NC(C)C)(C)C. (3) Given the product [C:32]([C:34]1[C@@H:39]([C:40]2[CH:45]=[CH:44][C:43]([C:46]#[N:47])=[CH:42][CH:41]=2)[N:38]2[N:48]=[C:49]([NH:51][CH2:52][C:53]([NH2:2])=[O:54])[N:50]=[C:37]2[N:36]([C:56]2[CH:61]=[CH:60][CH:59]=[C:58]([C:62]([F:65])([F:63])[F:64])[CH:57]=2)[C:35]=1[CH3:66])#[N:33], predict the reactants needed to synthesize it. The reactants are: C[N:2](C(ON1N=NC2C=CC=NC1=2)=[N+](C)C)C.F[P-](F)(F)(F)(F)F.C(N(CC)CC)C.[C:32]([C:34]1[C@@H:39]([C:40]2[CH:45]=[CH:44][C:43]([C:46]#[N:47])=[CH:42][CH:41]=2)[N:38]2[N:48]=[C:49]([NH:51][CH2:52][C:53](O)=[O:54])[N:50]=[C:37]2[N:36]([C:56]2[CH:61]=[CH:60][CH:59]=[C:58]([C:62]([F:65])([F:64])[F:63])[CH:57]=2)[C:35]=1[CH3:66])#[N:33].N.O1CCOCC1. (4) Given the product [NH2:1][C:4]1[CH:5]=[CH:6][C:7]([C:8]([NH:10][CH:11]([C:13]2[CH:18]=[CH:17][CH:16]=[CH:15][N:14]=2)[CH3:12])=[O:9])=[CH:19][CH:20]=1, predict the reactants needed to synthesize it. The reactants are: [N+:1]([C:4]1[CH:20]=[CH:19][C:7]([C:8]([NH:10][CH:11]([C:13]2[CH:18]=[CH:17][CH:16]=[CH:15][N:14]=2)[CH3:12])=[O:9])=[CH:6][CH:5]=1)([O-])=O. (5) Given the product [CH3:1][O:2][C:3]1[CH:8]=[CH:7][C:6]([NH:9][C:16](=[O:18])[CH3:17])=[C:5]([CH3:10])[CH:4]=1, predict the reactants needed to synthesize it. The reactants are: [CH3:1][O:2][C:3]1[CH:8]=[CH:7][C:6]([NH2:9])=[C:5]([CH3:10])[CH:4]=1.CN(C)CC.[C:16](OC(=O)C)(=[O:18])[CH3:17].